From a dataset of Catalyst prediction with 721,799 reactions and 888 catalyst types from USPTO. Predict which catalyst facilitates the given reaction. (1) Product: [CH2:12]([NH:10][C@@H:7]1[CH2:8][CH2:9][C:4]2[N:3]=[C:2]([NH2:11])[S:1][C:5]=2[CH2:6]1)[CH2:13][CH3:14]. The catalyst class is: 259. Reactant: [S:1]1[C:5]2[CH2:6][C@H:7]([NH2:10])[CH2:8][CH2:9][C:4]=2[N:3]=[C:2]1[NH2:11].[CH3:12][C:13]1C=CC(S(OCCC)(=O)=O)=C[CH:14]=1.CCN(C(C)C)C(C)C. (2) Reactant: Br[C:2]1[C:10]2[O:9][CH2:8][C@@H:7]([N:11]([C:26](=[O:31])[C:27]([F:30])([F:29])[F:28])[C:12]3[CH:25]=[CH:24][C:15]4[C@H:16]([CH2:19][C:20]([O:22][CH3:23])=[O:21])[CH2:17][O:18][C:14]=4[CH:13]=3)[C:6]=2[CH:5]=[CH:4][CH:3]=1.[F:32][C:33]1[N:38]=[CH:37][C:36]([NH2:39])=[CH:35][CH:34]=1.C1(P(C2C=CC=CC=2)C2C3OC4C(=CC=CC=4P(C4C=CC=CC=4)C4C=CC=CC=4)C(C)(C)C=3C=CC=2)C=CC=CC=1.C(=O)([O-])[O-].[Cs+].[Cs+]. Product: [F:32][C:33]1[N:38]=[CH:37][C:36]([NH:39][C:2]2[C:10]3[O:9][CH2:8][C@@H:7]([N:11]([C:26](=[O:31])[C:27]([F:30])([F:29])[F:28])[C:12]4[CH:25]=[CH:24][C:15]5[C@H:16]([CH2:19][C:20]([O:22][CH3:23])=[O:21])[CH2:17][O:18][C:14]=5[CH:13]=4)[C:6]=3[CH:5]=[CH:4][CH:3]=2)=[CH:35][CH:34]=1. The catalyst class is: 101. (3) Reactant: [H-].[Al+3].[Li+].[H-].[H-].[H-].[CH3:7][N:8]1[C:12]([NH:13][C:14]([C:27]2[CH:32]=[CH:31][CH:30]=[CH:29][CH:28]=2)([C:21]2[CH:26]=[CH:25][CH:24]=[CH:23][CH:22]=2)[C:15]2[CH:20]=[CH:19][CH:18]=[CH:17][CH:16]=2)=[C:11](/[CH:33]=[CH:34]/[C:35](OCC)=[O:36])[CH:10]=[N:9]1.[F-].[K+].O. Product: [CH3:7][N:8]1[C:12]([NH:13][C:14]([C:15]2[CH:16]=[CH:17][CH:18]=[CH:19][CH:20]=2)([C:21]2[CH:22]=[CH:23][CH:24]=[CH:25][CH:26]=2)[C:27]2[CH:32]=[CH:31][CH:30]=[CH:29][CH:28]=2)=[C:11]([CH2:33][CH2:34][CH2:35][OH:36])[CH:10]=[N:9]1. The catalyst class is: 7. (4) Reactant: [CH3:1][N:2]1[CH:12]=[CH:11][C:5]2[O:6][CH2:7][C:8](=[O:10])[NH:9][C:4]=2[C:3]1=[O:13].C1C(=O)N([Br:21])C(=O)C1.CC(=O)OCC. Product: [Br:21][C:11]1[C:5]2[O:6][CH2:7][C:8](=[O:10])[NH:9][C:4]=2[C:3](=[O:13])[N:2]([CH3:1])[CH:12]=1. The catalyst class is: 23.